This data is from Forward reaction prediction with 1.9M reactions from USPTO patents (1976-2016). The task is: Predict the product of the given reaction. (1) The product is: [CH2:8]([O:10][C:11]([C:13]1[NH:14][CH:15]=[C:16]([CH2:18][CH2:19][C:20]2[CH:21]=[CH:22][C:23]([Cl:26])=[CH:24][CH:25]=2)[CH:17]=1)=[O:12])[CH3:9]. Given the reactants C([SiH](CC)CC)C.[CH2:8]([O:10][C:11]([C:13]1[NH:14][CH:15]=[C:16]([C:18](=O)[CH2:19][C:20]2[CH:25]=[CH:24][C:23]([Cl:26])=[CH:22][CH:21]=2)[CH:17]=1)=[O:12])[CH3:9], predict the reaction product. (2) Given the reactants O[O:2][S:3]([O-:5])=O.[K+].[Cl:7][C:8]1[CH:9]=[C:10]([CH:16]([C:39]([F:42])([F:41])[F:40])/[CH:17]=[CH:18]/[C:19]2[CH:36]=[CH:35][C:22]([C:23]([NH:25][CH2:26][C:27](=[O:34])[NH:28][CH2:29][C:30]([F:33])([F:32])[F:31])=[O:24])=[C:21](SC)[CH:20]=2)[CH:11]=[C:12]([Cl:15])[C:13]=1[F:14].[CH3:43]C(C)=O.O, predict the reaction product. The product is: [Cl:7][C:8]1[CH:9]=[C:10]([CH:16]([C:39]([F:42])([F:41])[F:40])/[CH:17]=[CH:18]/[C:19]2[CH:20]=[CH:21][C:22]([C:23]([NH:25][CH2:26][C:27](=[O:34])[NH:28][CH2:29][C:30]([F:32])([F:33])[F:31])=[O:24])=[C:35]([S:3]([CH3:43])(=[O:5])=[O:2])[CH:36]=2)[CH:11]=[C:12]([Cl:15])[C:13]=1[F:14]. (3) Given the reactants [OH:1][C:2]1[CH:9]=[CH:8][C:5]([CH:6]=[O:7])=[CH:4][C:3]=1[CH3:10].Br[CH2:12][CH:13]1[CH2:15][CH2:14]1, predict the reaction product. The product is: [CH:13]1([CH2:12][O:1][C:2]2[CH:9]=[CH:8][C:5]([CH:6]=[O:7])=[CH:4][C:3]=2[CH3:10])[CH2:15][CH2:14]1. (4) Given the reactants [CH3:1][C:2]1[CH:3]=[C:4]([OH:17])[CH:5]=[CH:6][C:7]=1[CH2:8][CH2:9][CH2:10][CH2:11][N:12]1[CH:16]=[CH:15][N:14]=[N:13]1.[H-].[Na+].Cl[CH2:21][C:22]1[C:23]([CH3:39])=[N:24][C:25]([C:28]2[CH:33]=[CH:32][C:31]([C:34]([F:37])([F:36])[F:35])=[CH:30][C:29]=2[F:38])=[CH:26][CH:27]=1.O, predict the reaction product. The product is: [F:38][C:29]1[CH:30]=[C:31]([C:34]([F:36])([F:37])[F:35])[CH:32]=[CH:33][C:28]=1[C:25]1[N:24]=[C:23]([CH3:39])[C:22]([CH2:21][O:17][C:4]2[CH:5]=[CH:6][C:7]([CH2:8][CH2:9][CH2:10][CH2:11][N:12]3[CH:16]=[CH:15][N:14]=[N:13]3)=[C:2]([CH3:1])[CH:3]=2)=[CH:27][CH:26]=1. (5) Given the reactants N(OCCC(C)C)=O.[CH2:9]([O:16][C:17]1[CH:44]=[CH:43][CH:42]=[CH:41][C:18]=1[O:19][C:20]1[CH:26]=[C:25]([N:27]2[C:32](=[O:33])[CH:31]=[C:30]([C:34]([F:37])([F:36])[F:35])[N:29]([CH3:38])[C:28]2=[O:39])[C:24]([F:40])=[CH:23][C:21]=1N)[C:10]1[CH:15]=[CH:14][CH:13]=[CH:12][CH:11]=1.[ClH:45], predict the reaction product. The product is: [Cl:45][C:21]1[CH:23]=[C:24]([F:40])[C:25]([N:27]2[C:32](=[O:33])[CH:31]=[C:30]([C:34]([F:37])([F:36])[F:35])[N:29]([CH3:38])[C:28]2=[O:39])=[CH:26][C:20]=1[O:19][C:18]1[CH:41]=[CH:42][CH:43]=[CH:44][C:17]=1[O:16][CH2:9][C:10]1[CH:15]=[CH:14][CH:13]=[CH:12][CH:11]=1. (6) Given the reactants [C:1]([O:5][C:6]([NH:8][C:9]1[CH:17]=[CH:16][C:12]([C:13](O)=[O:14])=[CH:11][C:10]=1[I:18])=[O:7])([CH3:4])([CH3:3])[CH3:2].B, predict the reaction product. The product is: [OH:14][CH2:13][C:12]1[CH:16]=[CH:17][C:9]([NH:8][C:6](=[O:7])[O:5][C:1]([CH3:2])([CH3:4])[CH3:3])=[C:10]([I:18])[CH:11]=1. (7) Given the reactants [Br:1][C:2]1[CH:3]=[C:4]([C:8](=O)[CH2:9][CH2:10][CH2:11][CH2:12][N:13]2[CH2:18][CH2:17][CH:16]([C:19]3[CH:20]=[C:21]([NH:25][C:26](=[O:30])[CH:27]([CH3:29])[CH3:28])[CH:22]=[CH:23][CH:24]=3)[CH2:15][CH2:14]2)[CH:5]=[CH:6][CH:7]=1.Cl.[CH3:33][C:34]1[CH:39]=[CH:38][C:37]([NH:40]N)=[CH:36][CH:35]=1, predict the reaction product. The product is: [Br:1][C:2]1[CH:3]=[C:4]([C:8]2[NH:40][C:37]3[C:38]([C:9]=2[CH2:10][CH2:11][CH2:12][N:13]2[CH2:18][CH2:17][CH:16]([C:19]4[CH:20]=[C:21]([NH:25][C:26](=[O:30])[CH:27]([CH3:29])[CH3:28])[CH:22]=[CH:23][CH:24]=4)[CH2:15][CH2:14]2)=[CH:39][C:34]([CH3:33])=[CH:35][CH:36]=3)[CH:5]=[CH:6][CH:7]=1. (8) Given the reactants Br[CH2:2][CH:3]=[CH:4][CH2:5][O:6][C:7]1[CH:12]=[CH:11][CH:10]=[C:9]([C:13]([F:37])([F:36])[C:14]([F:35])([F:34])[C:15]([F:33])([F:32])[C:16]([F:31])([F:30])[C:17]([F:29])([F:28])[C:18]([F:27])([F:26])[C:19]([F:25])([F:24])[C:20]([F:23])([F:22])[F:21])[CH:8]=1.[CH3:38][NH2:39].C(O)C, predict the reaction product. The product is: [CH3:38][NH:39][CH2:2][CH:3]=[CH:4][CH2:5][O:6][C:7]1[CH:12]=[CH:11][CH:10]=[C:9]([C:13]([F:37])([F:36])[C:14]([F:35])([F:34])[C:15]([F:33])([F:32])[C:16]([F:31])([F:30])[C:17]([F:29])([F:28])[C:18]([F:27])([F:26])[C:19]([F:25])([F:24])[C:20]([F:23])([F:22])[F:21])[CH:8]=1. (9) Given the reactants [CH3:1][O:2][C:3](=[O:12])[C:4]1[CH:9]=[C:8](Br)[CH:7]=[CH:6][C:5]=1[NH2:11].[Cl:13][C:14]1[CH:19]=[CH:18][C:17](B(O)O)=[CH:16][CH:15]=1.C(OCC)(=O)C.O, predict the reaction product. The product is: [CH3:1][O:2][C:3]([C:4]1[CH:9]=[C:8]([C:17]2[CH:18]=[CH:19][C:14]([Cl:13])=[CH:15][CH:16]=2)[CH:7]=[CH:6][C:5]=1[NH2:11])=[O:12].